Dataset: Reaction yield outcomes from USPTO patents with 853,638 reactions. Task: Predict the reaction yield, written as a fraction of the theoretical maximum amount of product (1.0 means a 100% yield; for example, 0.34 means a 34% yield). (1) The reactants are [CH3:1][C:2]1[NH:3][C:4](=[O:26])[C:5]([CH2:11][C:12]2[CH:17]=[CH:16][C:15]([C:18]3[C:19]([C:24]#[N:25])=[CH:20][CH:21]=[CH:22][CH:23]=3)=[CH:14][CH:13]=2)=[C:6]([CH2:8][CH2:9][CH3:10])[N:7]=1.N(C(N1CCCCC1)=O)=NC(N1CCCCC1)=O.C(P(CCCC)CCCC)CCC.[N:58]1[CH:63]=[CH:62][CH:61]=[CH:60][C:59]=1[CH2:64]O. The catalyst is O1CCCC1. The product is [CH3:1][C:2]1[N:3]([CH2:64][C:59]2[CH:60]=[CH:61][CH:62]=[CH:63][N:58]=2)[C:4](=[O:26])[C:5]([CH2:11][C:12]2[CH:17]=[CH:16][C:15]([C:18]3[C:19]([C:24]#[N:25])=[CH:20][CH:21]=[CH:22][CH:23]=3)=[CH:14][CH:13]=2)=[C:6]([CH2:8][CH2:9][CH3:10])[N:7]=1. The yield is 0.310. (2) The reactants are [NH2:1][C:2]1[CH:10]=[CH:9][C:8]([F:11])=[CH:7][C:3]=1[C:4]([OH:6])=[O:5].Cl.[CH3:13]O. No catalyst specified. The product is [NH2:1][C:2]1[CH:10]=[CH:9][C:8]([F:11])=[CH:7][C:3]=1[C:4]([O:6][CH3:13])=[O:5]. The yield is 0.420. (3) The reactants are [NH2:1][CH2:2][CH2:3][CH2:4][N:5]1[CH2:10][CH2:9][O:8][CH2:7][CH2:6]1.C([N:14]1[C:22]2[C:17](=[CH:18][C:19]([C:23](Cl)=[O:24])=[CH:20][CH:21]=2)[C:16]([C:26]2[CH:31]=[CH:30][C:29]([F:32])=[CH:28][CH:27]=2)=[N:15]1)(=O)C. The catalyst is N1C=CC=CC=1. The product is [F:32][C:29]1[CH:28]=[CH:27][C:26]([C:16]2[C:17]3[C:22](=[CH:21][CH:20]=[C:19]([C:23]([NH:1][CH2:2][CH2:3][CH2:4][N:5]4[CH2:10][CH2:9][O:8][CH2:7][CH2:6]4)=[O:24])[CH:18]=3)[NH:14][N:15]=2)=[CH:31][CH:30]=1. The yield is 0.135. (4) The reactants are [Br:1][C:2]1[CH:7]=[CH:6][C:5]([NH:8][C:9](=[NH:18])[C:10]2[CH:15]=[CH:14][C:13]([Cl:16])=[CH:12][C:11]=2[Cl:17])=[CH:4][CH:3]=1.Br[CH:20]([CH3:28])[C:21](=O)[C:22]([O:24][CH2:25][CH3:26])=[O:23].C([O-])([O-])=O.[Na+].[Na+]. The catalyst is C1(C)C=CC=CC=1. The product is [Br:1][C:2]1[CH:3]=[CH:4][C:5]([N:8]2[C:20]([CH3:28])=[C:21]([C:22]([O:24][CH2:25][CH3:26])=[O:23])[N:18]=[C:9]2[C:10]2[CH:15]=[CH:14][C:13]([Cl:16])=[CH:12][C:11]=2[Cl:17])=[CH:6][CH:7]=1. The yield is 0.464. (5) The reactants are [Cl:1][C:2]1[CH:9]=[CH:8][C:5]([CH2:6][OH:7])=[CH:4][C:3]=1[O:10][CH2:11][CH3:12]. The catalyst is ClCCl.O=[Mn]=O. The product is [Cl:1][C:2]1[CH:9]=[CH:8][C:5]([CH:6]=[O:7])=[CH:4][C:3]=1[O:10][CH2:11][CH3:12]. The yield is 0.520. (6) The reactants are [N:1]1([C:10]([O:12][C:13]([CH3:16])([CH3:15])[CH3:14])=[O:11])[CH2:6][CH2:5][CH2:4][C@@H:3]2[CH2:7][NH:8][CH2:9][C@H:2]12.Br[C:18]1[CH:19]=[CH:20][C:21]([Cl:24])=[N:22][CH:23]=1. No catalyst specified. The product is [Cl:24][C:21]1[N:22]=[CH:23][C:18]([N:8]2[CH2:7][C@@H:3]3[C@@H:2]([N:1]([C:10]([O:12][C:13]([CH3:16])([CH3:15])[CH3:14])=[O:11])[CH2:6][CH2:5][CH2:4]3)[CH2:9]2)=[CH:19][CH:20]=1. The yield is 0.490.